This data is from Full USPTO retrosynthesis dataset with 1.9M reactions from patents (1976-2016). The task is: Predict the reactants needed to synthesize the given product. Given the product [Br:1][C:2]1[CH:7]=[CH:6][C:5]([O:8][CH:25]2[CH2:24][CH2:23][C:22]3([O:45][CH2:46][CH2:48][O:52]3)[CH2:27][CH2:26]2)=[CH:4][CH:3]=1, predict the reactants needed to synthesize it. The reactants are: [Br:1][C:2]1[CH:7]=[CH:6][C:5]([OH:8])=[CH:4][CH:3]=1.[C:22]1(P([C:22]2[CH:27]=[CH:26][CH:25]=[CH:24][CH:23]=2)[C:22]2[CH:27]=[CH:26][CH:25]=[CH:24][CH:23]=2)[CH:27]=[CH:26][CH:25]=[CH:24][CH:23]=1.C(N(CC)CC)C.CC(OC(/N=N/C([O:45][CH:46]([CH3:48])C)=O)=O)C.C1C[O:52]CC1.